Dataset: Forward reaction prediction with 1.9M reactions from USPTO patents (1976-2016). Task: Predict the product of the given reaction. (1) Given the reactants [H-].[Na+].[CH2:3]([N:5]([CH2:40][CH3:41])[C:6]([C:8]1[NH:9][C:10]2[C:15]([C:16]=1[CH2:17][N:18]([CH2:25][C:26]1[CH:31]=[C:30]([C:32]([F:35])([F:34])[F:33])[CH:29]=[C:28]([C:36]([F:39])([F:38])[F:37])[CH:27]=1)[C:19]1[N:20]=[N:21][N:22]([CH3:24])[N:23]=1)=[CH:14][CH:13]=[CH:12][CH:11]=2)=[O:7])[CH3:4].[CH3:42]I, predict the reaction product. The product is: [CH2:40]([N:5]([CH2:3][CH3:4])[C:6]([C:8]1[N:9]([CH3:42])[C:10]2[C:15]([C:16]=1[CH2:17][N:18]([CH2:25][C:26]1[CH:31]=[C:30]([C:32]([F:33])([F:34])[F:35])[CH:29]=[C:28]([C:36]([F:39])([F:38])[F:37])[CH:27]=1)[C:19]1[N:20]=[N:21][N:22]([CH3:24])[N:23]=1)=[CH:14][CH:13]=[CH:12][CH:11]=2)=[O:7])[CH3:41]. (2) Given the reactants [NH2:1][C:2]1[CH:6]=[C:5]([C:7]2[CH:12]=[CH:11][C:10]([O:13][C:14]([F:17])([F:16])[F:15])=[CH:9][CH:8]=2)[S:4][C:3]=1[C:18]([OH:20])=[O:19].[Cl:21][C:22]1[CH:27]=[CH:26][CH:25]=[C:24]([Cl:28])[C:23]=1[N:29]=[C:30]=[O:31].C(N(CC)CC)C.O, predict the reaction product. The product is: [Cl:21][C:22]1[CH:27]=[CH:26][CH:25]=[C:24]([Cl:28])[C:23]=1[NH:29][C:30]([NH:1][C:2]1[CH:6]=[C:5]([C:7]2[CH:8]=[CH:9][C:10]([O:13][C:14]([F:17])([F:15])[F:16])=[CH:11][CH:12]=2)[S:4][C:3]=1[C:18]([OH:20])=[O:19])=[O:31].